From a dataset of Forward reaction prediction with 1.9M reactions from USPTO patents (1976-2016). Predict the product of the given reaction. (1) Given the reactants [C:1]([NH:4][C:5]1[N:9]([CH:10]2[CH2:15][CH2:14][CH2:13][N:12]([C:16]([O:18][CH2:19][C:20]3[CH:25]=[CH:24][CH:23]=[CH:22][CH:21]=3)=[O:17])[CH2:11]2)[N:8]=[C:7]([C:26]2[CH:31]=[CH:30][C:29]([O:32][Si](C(C)(C)C)(C)C)=[CH:28][CH:27]=2)[C:6]=1[C:40]#[N:41])(=[O:3])[CH3:2].O[Li].O, predict the reaction product. The product is: [C:1]([NH:4][C:5]1[N:9]([CH:10]2[CH2:15][CH2:14][CH2:13][N:12]([C:16]([O:18][CH2:19][C:20]3[CH:25]=[CH:24][CH:23]=[CH:22][CH:21]=3)=[O:17])[CH2:11]2)[N:8]=[C:7]([C:26]2[CH:27]=[CH:28][C:29]([OH:32])=[CH:30][CH:31]=2)[C:6]=1[C:40]#[N:41])(=[O:3])[CH3:2]. (2) Given the reactants [C:1]([O:5][C:6]([N:8]1[CH2:13][CH2:12][CH:11]([NH:14][C:15]2[CH:20]=[CH:19][CH:18]=[CH:17][CH:16]=2)[CH2:10][CH2:9]1)=[O:7])([CH3:4])([CH3:3])[CH3:2].Cl[CH2:22][C:23]1[CH:28]=[CH:27][N:26]=[C:25]([C:29]2[CH:34]=[C:33]([O:35][CH3:36])[C:32]([O:37][CH3:38])=[C:31]([O:39][CH3:40])[CH:30]=2)[CH:24]=1, predict the reaction product. The product is: [C:1]([O:5][C:6]([N:8]1[CH2:9][CH2:10][CH:11]([N:14]([C:15]2[CH:20]=[CH:19][CH:18]=[CH:17][CH:16]=2)[CH2:22][C:23]2[CH:28]=[CH:27][N:26]=[C:25]([C:29]3[CH:34]=[C:33]([O:35][CH3:36])[C:32]([O:37][CH3:38])=[C:31]([O:39][CH3:40])[CH:30]=3)[CH:24]=2)[CH2:12][CH2:13]1)=[O:7])([CH3:4])([CH3:2])[CH3:3]. (3) Given the reactants C(C1C(F)=CC(O)=C(C=1)C(NCC1C=CC=C([N+]([O-])=O)C=1)=O)#N.C([O:26][C:27](=[O:52])[CH2:28][O:29][C:30]1[CH:35]=[C:34]([F:36])[C:33]([C:37]#[N:38])=[CH:32][C:31]=1[C:39](=[O:51])[NH:40][CH2:41][C:42]1[CH:47]=[CH:46][CH:45]=[C:44]([N+:48]([O-:50])=[O:49])[CH:43]=1)C.CO, predict the reaction product. The product is: [C:37]([C:33]1[C:34]([F:36])=[CH:35][C:30]([O:29][CH2:28][C:27]([OH:52])=[O:26])=[C:31]([C:39](=[O:51])[NH:40][CH2:41][C:42]2[CH:47]=[CH:46][CH:45]=[C:44]([N+:48]([O-:50])=[O:49])[CH:43]=2)[CH:32]=1)#[N:38]. (4) Given the reactants CN(C(ON1N=NC2C=CC=NC1=2)=[N+](C)C)C.F[P-](F)(F)(F)(F)F.[NH2:25][CH2:26][CH:27]1[CH2:32][CH2:31][CH2:30][N:29]([C:33]([O:35][C:36]([CH3:39])([CH3:38])[CH3:37])=[O:34])[CH2:28]1.[CH3:40][O:41][C:42]1[CH:50]=[CH:49][CH:48]=[CH:47][C:43]=1[C:44](O)=[O:45].C(N(C(C)C)CC)(C)C, predict the reaction product. The product is: [CH3:40][O:41][C:42]1[CH:50]=[CH:49][CH:48]=[CH:47][C:43]=1[C:44]([NH:25][CH2:26][CH:27]1[CH2:32][CH2:31][CH2:30][N:29]([C:33]([O:35][C:36]([CH3:39])([CH3:38])[CH3:37])=[O:34])[CH2:28]1)=[O:45].